Dataset: Forward reaction prediction with 1.9M reactions from USPTO patents (1976-2016). Task: Predict the product of the given reaction. Given the reactants [OH-].[Na+].[Si:3]([O:10][C@@H:11]([CH2:30][O:31][Si:32]([C:35]([CH3:38])([CH3:37])[CH3:36])([CH3:34])[CH3:33])[CH2:12][CH2:13][CH:14]1[C@H:18]2[CH2:19][C:20]3[C:25]([CH2:26][C@H:17]2[CH2:16][C:15]1=[O:29])=[C:24]([O:27][CH3:28])[CH:23]=[CH:22][CH:21]=3)([C:6]([CH3:9])([CH3:8])[CH3:7])([CH3:5])[CH3:4].[BH4-].[Na+].C(OCC)(=O)C.CCCCCCC, predict the reaction product. The product is: [Si:3]([O:10][C@@H:11]([CH2:30][O:31][Si:32]([C:35]([CH3:38])([CH3:37])[CH3:36])([CH3:33])[CH3:34])[CH2:12][CH2:13][C@@H:14]1[C@H:18]2[CH2:19][C:20]3[C:25]([CH2:26][C@H:17]2[CH2:16][C@H:15]1[OH:29])=[C:24]([O:27][CH3:28])[CH:23]=[CH:22][CH:21]=3)([C:6]([CH3:7])([CH3:8])[CH3:9])([CH3:5])[CH3:4].